This data is from CYP1A2 inhibition data for predicting drug metabolism from PubChem BioAssay. The task is: Regression/Classification. Given a drug SMILES string, predict its absorption, distribution, metabolism, or excretion properties. Task type varies by dataset: regression for continuous measurements (e.g., permeability, clearance, half-life) or binary classification for categorical outcomes (e.g., BBB penetration, CYP inhibition). Dataset: cyp1a2_veith. The molecule is Cc1noc(C)c1-c1nccc(NCc2cccnc2)n1. The result is 1 (inhibitor).